This data is from Catalyst prediction with 721,799 reactions and 888 catalyst types from USPTO. The task is: Predict which catalyst facilitates the given reaction. (1) Reactant: [C:1]([O:5][C@@H:6]([C:12]1[C:13]([CH3:42])=[N:14][C:15]2[N:16]([N:26]=[C:27]([C:29]3[S:30][C:31]([CH2:34][C:35]4[CH:40]=[CH:39][C:38]([F:41])=[CH:37][CH:36]=4)=[CH:32][N:33]=3)[CH:28]=2)[C:17]=1[C:18]1[CH2:23][CH2:22][C:21]([CH3:25])([CH3:24])[CH2:20][CH:19]=1)[C:7]([O:9]CC)=[O:8])([CH3:4])([CH3:3])[CH3:2].[OH-].[Na+]. Product: [C:1]([O:5][C@@H:6]([C:12]1[C:13]([CH3:42])=[N:14][C:15]2[N:16]([N:26]=[C:27]([C:29]3[S:30][C:31]([CH2:34][C:35]4[CH:36]=[CH:37][C:38]([F:41])=[CH:39][CH:40]=4)=[CH:32][N:33]=3)[CH:28]=2)[C:17]=1[C:18]1[CH2:23][CH2:22][C:21]([CH3:25])([CH3:24])[CH2:20][CH:19]=1)[C:7]([OH:9])=[O:8])([CH3:2])([CH3:3])[CH3:4]. The catalyst class is: 5. (2) Reactant: [C:1]([O:5][C:6](=[O:36])[NH:7][CH2:8][CH2:9][CH2:10][N:11]1[C:20]2[CH:19]=[CH:18][C:17]([C:21]#[C:22][CH2:23][OH:24])=[CH:16][C:15]=2[C:14]2=[N:25][N:26]([CH:29]3[CH2:34][CH2:33][CH2:32][CH2:31][O:30]3)[C:27]([CH3:28])=[C:13]2[C:12]1=[O:35])([CH3:4])([CH3:3])[CH3:2].C(N(CC)CC)C.[CH3:44][S:45](Cl)(=[O:47])=[O:46]. Product: [C:1]([O:5][C:6]([NH:7][CH2:8][CH2:9][CH2:10][N:11]1[C:20]2[CH:19]=[CH:18][C:17]([C:21]#[C:22][CH2:23][O:24][S:45]([CH3:44])(=[O:47])=[O:46])=[CH:16][C:15]=2[C:14]2=[N:25][N:26]([CH:29]3[CH2:34][CH2:33][CH2:32][CH2:31][O:30]3)[C:27]([CH3:28])=[C:13]2[C:12]1=[O:35])=[O:36])([CH3:4])([CH3:2])[CH3:3]. The catalyst class is: 1.